This data is from Reaction yield outcomes from USPTO patents with 853,638 reactions. The task is: Predict the reaction yield, written as a fraction of the theoretical maximum amount of product (1.0 means a 100% yield; for example, 0.34 means a 34% yield). (1) The reactants are [CH2:1]([C:3]([C:21]1[S:25][C:24]([C:26]([OH:28])=O)=[C:23]([CH3:29])[CH:22]=1)([C:6]1[CH:11]=[CH:10][C:9]([O:12][CH2:13][CH:14]([OH:19])[C:15]([CH3:18])([CH3:17])[CH3:16])=[C:8]([CH3:20])[CH:7]=1)[CH2:4][CH3:5])[CH3:2].CCN(CC)CC.[NH2:37][CH2:38][CH2:39][S:40]([CH3:43])(=[O:42])=[O:41].CCN=C=NCCCN(C)C.C1C=CC2N(O)N=NC=2C=1. The catalyst is C(Cl)Cl. The product is [CH3:43][S:40]([CH2:39][CH2:38][NH:37][C:26]([C:24]1[S:25][C:21]([C:3]([CH2:1][CH3:2])([C:6]2[CH:11]=[CH:10][C:9]([O:12][CH2:13][CH:14]([OH:19])[C:15]([CH3:17])([CH3:16])[CH3:18])=[C:8]([CH3:20])[CH:7]=2)[CH2:4][CH3:5])=[CH:22][C:23]=1[CH3:29])=[O:28])(=[O:42])=[O:41]. The yield is 0.510. (2) The reactants are [F:1][C:2]1[CH:7]=[C:6](I)[CH:5]=[CH:4][C:3]=1[N:9]1[CH:14]=[C:13]([O:15][CH3:16])[C:12](=[O:17])[C:11]([C:18]2[N:22]([C:23]3[CH:28]=[CH:27][CH:26]=[CH:25][CH:24]=3)[N:21]=[CH:20][CH:19]=2)=[N:10]1.Cl.[F:30][C:31]1([F:35])[CH2:34][NH:33][CH2:32]1.O(C(C)(C)C)[Na].CC1(C)C2C(=C(P(C3C=CC=CC=3)C3C=CC=CC=3)C=CC=2)OC2C(P(C3C=CC=CC=3)C3C=CC=CC=3)=CC=CC1=2. The catalyst is O1CCOCC1.C([O-])(O)=O.[Na+].C1C=CC(/C=C/C(/C=C/C2C=CC=CC=2)=O)=CC=1.C1C=CC(/C=C/C(/C=C/C2C=CC=CC=2)=O)=CC=1.C1C=CC(/C=C/C(/C=C/C2C=CC=CC=2)=O)=CC=1.[Pd].[Pd]. The product is [F:30][C:31]1([F:35])[CH2:34][N:33]([C:6]2[CH:5]=[CH:4][C:3]([N:9]3[CH:14]=[C:13]([O:15][CH3:16])[C:12](=[O:17])[C:11]([C:18]4[N:22]([C:23]5[CH:28]=[CH:27][CH:26]=[CH:25][CH:24]=5)[N:21]=[CH:20][CH:19]=4)=[N:10]3)=[C:2]([F:1])[CH:7]=2)[CH2:32]1. The yield is 0.540. (3) The reactants are C(OP([CH2:9][C:10]#[N:11])(=O)OCC)C.[H-].[Na+].[Br:14][C:15]1[CH:16]=[CH:17][CH:18]=[C:19]2[C:24]=1[NH:23][CH2:22][CH2:21][C:20]2=O.[NH4+].[Cl-]. The catalyst is C1COCC1.CCOC(C)=O. The product is [Br:14][C:15]1[CH:16]=[CH:17][CH:18]=[C:19]2[C:24]=1[NH:23][CH2:22][CH2:21][C:20]2=[CH:9][C:10]#[N:11]. The yield is 0.720. (4) The reactants are Cl[C:2]1[CH:3]=[C:4]([NH:10][C:11]2[CH:16]=[CH:15][N:14]=[C:13]([CH3:17])[N:12]=2)[C:5](=[O:9])[N:6]([CH3:8])[N:7]=1.[C:18]([O:21][CH2:22][C:23]1[C:24]([N:32]2[CH2:43][CH2:42][N:41]3[C:34](=[CH:35][C:36]4[CH2:37][C:38]([CH3:45])([CH3:44])[CH2:39][C:40]=43)[C:33]2=[O:46])=[N:25][CH:26]=[CH:27][C:28]=1B(O)O)(=[O:20])[CH3:19].[O-]P([O-])([O-])=O.[K+].[K+].[K+].C([O-])(=O)C.[Na+]. The catalyst is C1C=CC(P(C2C=CC=CC=2)[C-]2C=CC=C2)=CC=1.C1C=CC(P(C2C=CC=CC=2)[C-]2C=CC=C2)=CC=1.Cl[Pd]Cl.[Fe+2].O.C(#N)C. The product is [C:18]([O:21][CH2:22][C:23]1[C:24]([N:32]2[CH2:43][CH2:42][N:41]3[C:34](=[CH:35][C:36]4[CH2:37][C:38]([CH3:45])([CH3:44])[CH2:39][C:40]=43)[C:33]2=[O:46])=[N:25][CH:26]=[CH:27][C:28]=1[C:2]1[CH:3]=[C:4]([NH:10][C:11]2[CH:16]=[CH:15][N:14]=[C:13]([CH3:17])[N:12]=2)[C:5](=[O:9])[N:6]([CH3:8])[N:7]=1)(=[O:20])[CH3:19]. The yield is 0.470. (5) The yield is 0.964. The reactants are [CH3:1][C:2]1[N:3]=[CH:4][N:5]([C:7]2[CH:12]=[CH:11][N:10]=[C:9]([NH2:13])[C:8]=2[N+:14]([O-])=O)[CH:6]=1.C(Cl)Cl. The product is [CH3:1][C:2]1[N:3]=[CH:4][N:5]([C:7]2[CH:12]=[CH:11][N:10]=[C:9]([NH2:13])[C:8]=2[NH2:14])[CH:6]=1. The catalyst is CO.[Pd].